From a dataset of Forward reaction prediction with 1.9M reactions from USPTO patents (1976-2016). Predict the product of the given reaction. (1) Given the reactants [NH:1]([C:3]1[CH:8]=[C:7]([C:9]#[N:10])[CH:6]=[CH:5][N:4]=1)[NH2:2].[ClH:11], predict the reaction product. The product is: [ClH:11].[NH:1]([C:3]1[CH:8]=[C:7]([C:9]#[N:10])[CH:6]=[CH:5][N:4]=1)[NH2:2]. (2) The product is: [C:5]1([C@H:8]2[CH2:9][CH2:10][C@H:11]([C:14]([O:16][CH3:17])=[O:15])[CH2:12][CH2:13]2)[CH:6]=[CH:7][CH:2]=[CH:3][CH:4]=1. Given the reactants Cl[C:2]1[CH:7]=[CH:6][C:5]([C@H:8]2[CH2:13][CH2:12][C@H:11]([C:14]([O:16][CH3:17])=[O:15])[CH2:10][CH2:9]2)=[CH:4][CH:3]=1, predict the reaction product. (3) Given the reactants [H-].[Na+].[F:3][C:4]([F:18])([F:17])[C:5]1[N:10]=[CH:9][N:8]=[C:7]([C:11]2[NH:12][O:13][C:14](=[O:16])[N:15]=2)[CH:6]=1.[C:19]([O:25][CH2:26]Cl)(=[O:24])[C:20]([CH3:23])([CH3:22])[CH3:21].[Cl-].[NH4+], predict the reaction product. The product is: [CH3:21][C:20]([CH3:23])([CH3:22])[C:19](=[O:24])[O:25][CH2:26][N:15]1[C:14](=[O:16])[O:13][N:12]=[C:11]1[C:7]1[CH:6]=[C:5]([C:4]([F:17])([F:3])[F:18])[N:10]=[CH:9][N:8]=1. (4) Given the reactants [CH2:1]([O:8][C:9](=[O:17])[CH2:10][CH2:11][CH2:12][CH2:13][C:14]([OH:16])=O)[C:2]1[CH:7]=[CH:6][CH:5]=[CH:4][CH:3]=1.C(Cl)CCl.C1C=CC2N(O)N=NC=2C=1.[O:32]([CH2:43][CH2:44][NH:45][CH2:46][CH2:47][O:48][C@@H:49]1[O:57][C@@H:56]([CH3:58])[C@@H:54]([OH:55])[C@@H:52]([OH:53])[C@@H:50]1[OH:51])[C@@H:33]1[O:41][C@@H:40]([CH3:42])[C@@H:38]([OH:39])[C@@H:36]([OH:37])[C@@H:34]1[OH:35], predict the reaction product. The product is: [C@@H:49]1([O:48][CH2:47][CH2:46][N:45]([CH2:44][CH2:43][O:32][C@@H:33]2[O:41][C@@H:40]([CH3:42])[C@@H:38]([OH:39])[C@@H:36]([OH:37])[C@@H:34]2[OH:35])[C:14](=[O:16])[CH2:13][CH2:12][CH2:11][CH2:10][C:9]([O:8][CH2:1][C:2]2[CH:3]=[CH:4][CH:5]=[CH:6][CH:7]=2)=[O:17])[O:57][C@@H:56]([CH3:58])[C@@H:54]([OH:55])[C@@H:52]([OH:53])[C@@H:50]1[OH:51]. (5) Given the reactants [CH2:1]([O:3][C:4](=[O:22])[CH2:5][C:6]1[CH:11]=[CH:10][C:9]([O:12][CH3:13])=[C:8]([C:14]2[C:19]([C:20]#[N:21])=[CH:18][CH:17]=[CH:16][N:15]=2)[CH:7]=1)C.N#N, predict the reaction product. The product is: [CH3:1][O:3][C:4](=[O:22])[CH2:5][C:6]1[CH:11]=[CH:10][C:9]([O:12][CH3:13])=[C:8]([C:14]2[C:19]([CH2:20][NH2:21])=[CH:18][CH:17]=[CH:16][N:15]=2)[CH:7]=1. (6) Given the reactants CS([C:5]1[N:6]=[CH:7][C:8]2[C:17]3[CH:16]=[CH:15][C:14]([C:18]([O:20]C)=[O:19])=[CH:13][C:12]=3[N:11]=[C:10]([NH:22][C:23]3[CH:28]=[CH:27][CH:26]=[CH:25][CH:24]=3)[C:9]=2[N:29]=1)(=O)=O.Cl.CN.C[CH2:34][N:35](C(C)C)C(C)C.[Li+].[OH-], predict the reaction product. The product is: [CH3:34][NH:35][C:5]1[N:6]=[CH:7][C:8]2[C:17]3[CH:16]=[CH:15][C:14]([C:18]([OH:20])=[O:19])=[CH:13][C:12]=3[N:11]=[C:10]([NH:22][C:23]3[CH:28]=[CH:27][CH:26]=[CH:25][CH:24]=3)[C:9]=2[N:29]=1.